Dataset: Reaction yield outcomes from USPTO patents with 853,638 reactions. Task: Predict the reaction yield, written as a fraction of the theoretical maximum amount of product (1.0 means a 100% yield; for example, 0.34 means a 34% yield). (1) The reactants are [Si:1]([O:8][C@H:9]1[CH2:13][C@H:12]([O:14][C:15]2[CH:20]=[C:19]([NH:21][C@@H:22]3[C:30]4[C:25](=[CH:26][CH:27]=[CH:28][CH:29]=4)[CH2:24][C@@H:23]3[O:31][CH3:32])[N:18]=[CH:17][N:16]=2)[CH2:11][C@H:10]1[CH2:33]O)([C:4]([CH3:7])([CH3:6])[CH3:5])([CH3:3])[CH3:2].[C:35]([NH:42][SH:43](=[O:45])=[O:44])([O:37][C:38]([CH3:41])([CH3:40])[CH3:39])=[O:36].C1(P(C2C=CC=CC=2)C2C=CC=CC=2)C=CC=CC=1.[N:65](C(OCC)=O)=NC(OCC)=O. The catalyst is CCOC(C)=O. The product is [NH2:65][S:43]([N:42]([CH2:33][C@@H:10]1[CH2:11][C@@H:12]([O:14][C:15]2[CH:20]=[C:19]([NH:21][C@@H:22]3[C:30]4[C:25](=[CH:26][CH:27]=[CH:28][CH:29]=4)[CH2:24][C@@H:23]3[O:31][CH3:32])[N:18]=[CH:17][N:16]=2)[CH2:13][C@@H:9]1[O:8][Si:1]([C:4]([CH3:7])([CH3:6])[CH3:5])([CH3:3])[CH3:2])[C:35](=[O:36])[O:37][C:38]([CH3:41])([CH3:40])[CH3:39])(=[O:44])=[O:45]. The yield is 0.940. (2) The reactants are [C:1]1([N:7]2[C:11]([NH:12][C:13](=[O:21])OC3C=CC=CC=3)=[CH:10][C:9]([C:22]([F:25])([F:24])[F:23])=[N:8]2)[CH:6]=[CH:5][CH:4]=[CH:3][CH:2]=1.[CH3:26][O:27][C:28]1[CH:29]=[C:30]2[C:35](=[CH:36][C:37]=1[O:38][CH3:39])[N:34]=[CH:33][N:32]=[C:31]2[S:40][C:41]1[CH:42]=[C:43]([CH:45]=[CH:46][CH:47]=1)[NH2:44].C(N(CC)C(C)C)(C)C. The catalyst is C1COCC1. The product is [CH3:26][O:27][C:28]1[CH:29]=[C:30]2[C:35](=[CH:36][C:37]=1[O:38][CH3:39])[N:34]=[CH:33][N:32]=[C:31]2[S:40][C:41]1[CH:42]=[C:43]([NH:44][C:13]([NH:12][C:11]2[N:7]([C:1]3[CH:2]=[CH:3][CH:4]=[CH:5][CH:6]=3)[N:8]=[C:9]([C:22]([F:23])([F:24])[F:25])[CH:10]=2)=[O:21])[CH:45]=[CH:46][CH:47]=1. The yield is 0.440. (3) The reactants are [C:1]1([CH:7]([N:9]2[C:17]3[C:12](=[CH:13][CH:14]=[CH:15][CH:16]=3)[C:11]([C:18]([OH:20])=O)=[N:10]2)[CH3:8])[CH:6]=[CH:5][CH:4]=[CH:3][CH:2]=1.N1(O)C2C=CC=CC=2N=N1.C(N(CC)CC)C.[NH2:38][CH2:39][C:40]1[C:41]([OH:48])=[N:42][C:43]([CH3:47])=[CH:44][C:45]=1[CH3:46]. The catalyst is ClCCl.O. The product is [OH:48][C:41]1[C:40]([CH2:39][NH:38][C:18]([C:11]2[C:12]3[C:17](=[CH:16][CH:15]=[CH:14][CH:13]=3)[N:9]([CH:7]([C:1]3[CH:6]=[CH:5][CH:4]=[CH:3][CH:2]=3)[CH3:8])[N:10]=2)=[O:20])=[C:45]([CH3:46])[CH:44]=[C:43]([CH3:47])[N:42]=1. The yield is 0.180. (4) The reactants are [CH2:1]([N:4]1[C:12](=[O:13])[C:11]2[N:10]([CH2:14][O:15][CH2:16][CH2:17][Si:18]([CH3:21])([CH3:20])[CH3:19])[C:9]([C:22]3[CH:23]=[N:24][NH:25][CH:26]=3)=[N:8][C:7]=2[N:6]([CH2:27][CH2:28][CH3:29])[C:5]1=[O:30])[CH2:2][CH3:3].Br[CH2:32][CH:33]1[CH2:35][CH:34]1[C:36]1[CH:41]=[CH:40][CH:39]=[C:38]([C:42]([F:45])([F:44])[F:43])[CH:37]=1.C([O-])([O-])=O.[K+].[K+]. The catalyst is CC(C)=O. The product is [CH2:1]([N:4]1[C:12](=[O:13])[C:11]2[N:10]([CH2:14][O:15][CH2:16][CH2:17][Si:18]([CH3:20])([CH3:21])[CH3:19])[C:9]([C:22]3[CH:26]=[N:25][N:24]([CH2:32][CH:33]4[CH2:35][CH:34]4[C:36]4[CH:41]=[CH:40][CH:39]=[C:38]([C:42]([F:43])([F:44])[F:45])[CH:37]=4)[CH:23]=3)=[N:8][C:7]=2[N:6]([CH2:27][CH2:28][CH3:29])[C:5]1=[O:30])[CH2:2][CH3:3]. The yield is 0.580.